Predict the product of the given reaction. From a dataset of Forward reaction prediction with 1.9M reactions from USPTO patents (1976-2016). (1) Given the reactants [Cl:1][C:2]1[CH:3]=[CH:4][C:5]2[C:6]3[C:11]([CH:12]([CH3:25])[N:13]([C:16]([C:18]4[CH:19]=[C:20]([OH:24])[CH:21]=[CH:22][CH:23]=4)=[O:17])[C:14]=2[CH:15]=1)=[CH:10][CH:9]=[CH:8][CH:7]=3, predict the reaction product. The product is: [Cl:1][C:2]1[CH:3]=[CH:4][C:5]2[C:6]3[C:11]([C@H:12]([CH3:25])[N:13]([C:16]([C:18]4[CH:19]=[C:20]([OH:24])[CH:21]=[CH:22][CH:23]=4)=[O:17])[C:14]=2[CH:15]=1)=[CH:10][CH:9]=[CH:8][CH:7]=3. (2) Given the reactants [F:1][C:2]1[CH:3]=[C:4]([CH:6]=[C:7](B2OC(C)(C)C(C)(C)O2)[CH:8]=1)[NH2:5].Br[C:19]1[S:20][CH:21]=[N:22][CH:23]=1.CC(C1C=C(C(C)C)C(C2C=CC=CC=2P(C2CCCCC2)C2CCCCC2)=C(C(C)C)C=1)C.C(=O)([O-])[O-].[Cs+].[Cs+], predict the reaction product. The product is: [F:1][C:2]1[CH:3]=[C:4]([CH:6]=[C:7]([C:19]2[S:20][CH:21]=[N:22][CH:23]=2)[CH:8]=1)[NH2:5]. (3) Given the reactants [N:1]([CH2:4][C:5]1[CH:10]=[CH:9][C:8]([O:11][CH3:12])=[CH:7][CH:6]=1)=[N+:2]=[N-:3].[CH2:13]([OH:16])[C:14]#[CH:15], predict the reaction product. The product is: [CH3:12][O:11][C:8]1[CH:9]=[CH:10][C:5]([CH2:4][N:1]2[CH:15]=[C:14]([CH2:13][OH:16])[N:3]=[N:2]2)=[CH:6][CH:7]=1.